Dataset: Reaction yield outcomes from USPTO patents with 853,638 reactions. Task: Predict the reaction yield, written as a fraction of the theoretical maximum amount of product (1.0 means a 100% yield; for example, 0.34 means a 34% yield). (1) The product is [CH2:30]1[C:31]2[C:36](=[CH:35][CH:34]=[CH:33][CH:32]=2)[CH2:37][CH:29]1[C:27]([NH:26][C:23]1([C:21]([NH:20][C@@H:10]([CH2:11][C:12]2[CH:17]=[CH:16][C:15]([O:18][CH3:19])=[CH:14][CH:13]=2)[C:9]([OH:38])=[O:8])=[O:22])[CH2:25][CH2:24]1)=[O:28]. The reactants are C([O:8][C:9](=[O:38])[C@@H:10]([NH:20][C:21]([C:23]1([NH:26][C:27]([CH:29]2[CH2:37][C:36]3[C:31](=[CH:32][CH:33]=[CH:34][CH:35]=3)[CH2:30]2)=[O:28])[CH2:25][CH2:24]1)=[O:22])[CH2:11][C:12]1[CH:17]=[CH:16][C:15]([O:18][CH3:19])=[CH:14][CH:13]=1)C1C=CC=CC=1. The catalyst is CO.[OH-].[OH-].[Pd+2]. The yield is 0.980. (2) The reactants are C([N:8]([CH:19]1[CH2:24][CH2:23][N:22]([CH2:25][CH2:26][OH:27])[CH2:21][CH:20]1[F:28])C(=O)OCC1C=CC=CC=1)C1C=CC=CC=1.CO.ClCCl.[C:42](O[C:42]([O:44][C:45]([CH3:48])([CH3:47])[CH3:46])=[O:43])([O:44][C:45]([CH3:48])([CH3:47])[CH3:46])=[O:43]. The catalyst is C(O)C.[OH-].[OH-].[Pd+2]. The product is [F:28][CH:20]1[CH:19]([NH:8][C:42](=[O:43])[O:44][C:45]([CH3:46])([CH3:47])[CH3:48])[CH2:24][CH2:23][N:22]([CH2:25][CH2:26][OH:27])[CH2:21]1. The yield is 0.750. (3) The reactants are [F:1][C:2]1[CH:7]=[C:6]([C:8]2[N:9]=[CH:10][S:11][CH:12]=2)[CH:5]=[CH:4][C:3]=1[C:13](=[O:15])[CH3:14].[F:16][C:17]([F:24])([F:23])[C:18](OCC)=[O:19].C[O-].[Na+]. The catalyst is C(OC)(C)(C)C. The product is [F:16][C:17]([F:24])([F:23])[C:18](=[O:19])[CH2:14][C:13]([C:3]1[CH:4]=[CH:5][C:6]([C:8]2[N:9]=[CH:10][S:11][CH:12]=2)=[CH:7][C:2]=1[F:1])=[O:15]. The yield is 0.990. (4) The reactants are [CH:1]12[CH2:10][CH:5]3[CH2:6][CH:7]([CH2:9][CH:3]([CH2:4]3)[C:2]1=O)[CH2:8]2.C(O)C.C1(C)C=CC(S([CH2:24][N+:25]#[C-])(=O)=O)=CC=1.CC(C)([O-])C.[K+]. The catalyst is COCCOC. The product is [CH:1]12[CH2:10][CH:5]3[CH2:6][CH:7]([CH2:9][CH:3]([CH2:4]3)[CH:2]1[C:24]#[N:25])[CH2:8]2. The yield is 0.770. (5) The reactants are [Cl:1][CH2:2][C:3]1[N:13]=[C:6]2[C:7]([CH3:12])=[N:8][CH:9]=[C:10]([CH3:11])[N:5]2[N:4]=1.[C:14]1([P:20]([C:27]2[CH:32]=[CH:31][CH:30]=[CH:29][CH:28]=2)[C:21]2[CH:26]=[CH:25][CH:24]=[CH:23][CH:22]=2)[CH:19]=[CH:18][CH:17]=[CH:16][CH:15]=1. The catalyst is ClCCCl. The product is [Cl-:1].[CH3:11][C:10]1[N:5]2[N:4]=[C:3]([CH2:2][P+:20]([C:21]3[CH:22]=[CH:23][CH:24]=[CH:25][CH:26]=3)([C:27]3[CH:32]=[CH:31][CH:30]=[CH:29][CH:28]=3)[C:14]3[CH:15]=[CH:16][CH:17]=[CH:18][CH:19]=3)[N:13]=[C:6]2[C:7]([CH3:12])=[N:8][CH:9]=1. The yield is 1.00. (6) The reactants are Br[C:2]1[C:11]([O:12][CH3:13])=[CH:10][CH:9]=[C:8]2[C:3]=1[CH2:4][CH2:5][CH2:6][C:7]2=[O:14].[C:15]1([C:21]#[CH:22])[CH:20]=[CH:19][CH:18]=[CH:17][CH:16]=1.CN(C)C=O. The catalyst is C(N(CC)CC)C. The product is [CH3:13][O:12][C:11]1[C:2]([C:22]#[C:21][C:15]2[CH:20]=[CH:19][CH:18]=[CH:17][CH:16]=2)=[C:3]2[C:8](=[CH:9][CH:10]=1)[C:7](=[O:14])[CH2:6][CH2:5][CH2:4]2. The yield is 0.530. (7) The reactants are CN(C)[CH:3]=[CH:4][C:5]1[N:10]([CH3:11])[C:9](=[O:12])[N:8]([CH2:13][CH2:14][CH2:15][O:16][CH:17]2[CH2:22]CCC[O:18]2)[C:7](=[O:23])[C:6]=1[N+:24]([O-])=O. The catalyst is CC(O)=O.O.[Zn]. The product is [C:17]([O:16][CH2:15][CH2:14][CH2:13][N:8]1[C:7](=[O:23])[C:6]2[NH:24][CH:3]=[CH:4][C:5]=2[N:10]([CH3:11])[C:9]1=[O:12])(=[O:18])[CH3:22]. The yield is 0.560.